From a dataset of Catalyst prediction with 721,799 reactions and 888 catalyst types from USPTO. Predict which catalyst facilitates the given reaction. (1) Reactant: CC(C)([O-])C.[K+].[Cl-].[CH3:8][O:9][CH2:10][P+](C1C=CC=CC=1)(C1C=CC=CC=1)C1C=CC=CC=1.[F:30][C:31]1[CH:32]=[C:33]([C:39]2[CH:44]=[CH:43][C:42]([C:45]([F:48])([F:47])[F:46])=[CH:41][CH:40]=2)[CH:34]=[CH:35][C:36]=1[CH:37]=O.CCOC(C)=O.CCCCCC. Product: [F:30][C:31]1[CH:32]=[C:33]([C:39]2[CH:44]=[CH:43][C:42]([C:45]([F:48])([F:47])[F:46])=[CH:41][CH:40]=2)[CH:34]=[CH:35][C:36]=1[CH:37]=[CH:8][O:9][CH3:10]. The catalyst class is: 1. (2) Reactant: [CH2:1]([Mg]Br)[CH2:2][CH2:3][CH2:4][CH2:5][CH2:6][CH2:7][CH2:8][CH2:9][CH2:10][CH2:11][CH3:12].C(O[CH2:18][CH3:19])C.[Br:20][C:21]1[S:25][C:24]2[C:26](=O)[C:27]3[CH:31]=[C:30]([Br:32])[S:29][C:28]=3[C:33](=O)[C:23]=2[CH:22]=1.Cl. Product: [Br:20][C:21]1[S:25][C:24]2=[C:26]([CH2:1][CH2:2][CH2:3][CH2:4][CH2:5][CH2:6][CH2:7][CH2:8][CH2:9][CH2:10][CH2:18][CH3:19])[C:27]3[CH:31]=[C:30]([Br:32])[S:29][C:28]=3[C:33]([CH2:1][CH2:2][CH2:3][CH2:4][CH2:5][CH2:6][CH2:7][CH2:8][CH2:9][CH2:10][CH2:11][CH3:12])=[C:23]2[CH:22]=1. The catalyst class is: 20. (3) Reactant: [C:1]([C:4]1[C:5](=[O:21])[NH:6][C:7]2[C:12]([C:13]=1[C:14]1[CH:15]=[N:16][CH:17]=[CH:18][CH:19]=1)=[CH:11][C:10]([Br:20])=[CH:9][CH:8]=2)(=[O:3])[CH3:2].[CH:22](=O)[C:23]1[CH:28]=[CH:27][CH:26]=[CH:25][CH:24]=1.[OH-].[Na+]. Product: [Br:20][C:10]1[CH:11]=[C:12]2[C:7](=[CH:8][CH:9]=1)[NH:6][C:5](=[O:21])[C:4]([C:1](=[O:3])[CH:2]=[CH:22][C:23]1[CH:28]=[CH:27][CH:26]=[CH:25][CH:24]=1)=[C:13]2[C:14]1[CH:15]=[N:16][CH:17]=[CH:18][CH:19]=1. The catalyst class is: 8. (4) Reactant: [CH:1]1([CH:7]([NH:21][C:22]2[CH:30]=[CH:29][C:25]([C:26](O)=[O:27])=[CH:24][CH:23]=2)[C:8]2[O:9][C:10]3[CH:19]=[CH:18][C:17]([F:20])=[CH:16][C:11]=3[C:12]=2[CH2:13][O:14][CH3:15])[CH2:6][CH2:5][CH2:4][CH2:3][CH2:2]1.Cl.[CH2:32]([O:34][C:35](=[O:39])[CH2:36][CH2:37][NH2:38])[CH3:33].O.ON1C2C=CC=CC=2N=N1.Cl.C(N=C=NCCCN(C)C)C.[Cl-].[NH4+]. Product: [CH:1]1([CH:7]([NH:21][C:22]2[CH:30]=[CH:29][C:25]([C:26]([NH:38][CH2:37][CH2:36][C:35]([O:34][CH2:32][CH3:33])=[O:39])=[O:27])=[CH:24][CH:23]=2)[C:8]2[O:9][C:10]3[CH:19]=[CH:18][C:17]([F:20])=[CH:16][C:11]=3[C:12]=2[CH2:13][O:14][CH3:15])[CH2:6][CH2:5][CH2:4][CH2:3][CH2:2]1. The catalyst class is: 289. (5) Reactant: [Cl:1][C:2]1[C:11]([C:12]2[CH:17]=[CH:16][C:15]([F:18])=[CH:14][CH:13]=2)=[CH:10][C:9]([O:19]C)=[C:8]2[C:3]=1[C:4](=[O:21])[NH:5][CH:6]=[N:7]2.B(Br)(Br)Br.CO. Product: [Cl:1][C:2]1[C:11]([C:12]2[CH:13]=[CH:14][C:15]([F:18])=[CH:16][CH:17]=2)=[CH:10][C:9]([OH:19])=[C:8]2[C:3]=1[C:4](=[O:21])[NH:5][CH:6]=[N:7]2. The catalyst class is: 4.